From a dataset of Reaction yield outcomes from USPTO patents with 853,638 reactions. Predict the reaction yield, written as a fraction of the theoretical maximum amount of product (1.0 means a 100% yield; for example, 0.34 means a 34% yield). (1) The reactants are [CH2:1]([C:5]1[N:6]=[C:7]([CH3:27])[NH:8][C:9](=[O:26])[C:10]=1[CH2:11][C:12]1[CH:17]=[CH:16][C:15]([C:18]2[C:19]([C:24]#[N:25])=[CH:20][CH:21]=[CH:22][CH:23]=2)=[CH:14][CH:13]=1)[CH2:2][CH2:3][CH3:4].N(C(N1CCCCC1)=O)=NC(N1CCCCC1)=O.C(P(CCCC)CCCC)CCC.[CH3:59][N:60]1[C:64]([CH3:65])=[CH:63][C:62]([CH2:66]O)=[N:61]1. The catalyst is C(OCC)(=O)C.O1CCCC1. The product is [CH2:1]([C:5]1[N:6]=[C:7]([CH3:27])[N:8]([CH2:66][C:62]2[CH:63]=[C:64]([CH3:65])[N:60]([CH3:59])[N:61]=2)[C:9](=[O:26])[C:10]=1[CH2:11][C:12]1[CH:17]=[CH:16][C:15]([C:18]2[C:19]([C:24]#[N:25])=[CH:20][CH:21]=[CH:22][CH:23]=2)=[CH:14][CH:13]=1)[CH2:2][CH2:3][CH3:4]. The yield is 0.610. (2) The reactants are Br[C:2]1[C:11]2[C:6](=[CH:7][C:8]([O:14][CH3:15])=[C:9]([O:12][CH3:13])[CH:10]=2)[N:5]=[CH:4][CH:3]=1.[CH3:16][O:17][C:18]1[CH:23]=[CH:22][C:21]([CH:24]2[O:29][CH2:28][CH2:27][NH:26][CH2:25]2)=[CH:20][CH:19]=1.C1(P(C2CCCCC2)C2C=CC=CC=2C2C(C(C)C)=CC=C(C(C)C)C=2C(C)C)CCCCC1.CC(C)([O-])C.[Na+]. The catalyst is C1C=CC(/C=C/C(/C=C/C2C=CC=CC=2)=O)=CC=1.C1C=CC(/C=C/C(/C=C/C2C=CC=CC=2)=O)=CC=1.C1C=CC(/C=C/C(/C=C/C2C=CC=CC=2)=O)=CC=1.[Pd].[Pd].O1CCCC1. The product is [CH3:13][O:12][C:9]1[CH:10]=[C:11]2[C:6](=[CH:7][C:8]=1[O:14][CH3:15])[N:5]=[CH:4][CH:3]=[C:2]2[N:26]1[CH2:27][CH2:28][O:29][CH:24]([C:21]2[CH:22]=[CH:23][C:18]([O:17][CH3:16])=[CH:19][CH:20]=2)[CH2:25]1. The yield is 0.340. (3) The reactants are I[C:2]1[CH:7]=[CH:6][C:5]([S:8]([NH:11][C:12]2[S:13][CH:14]=[CH:15][N:16]=2)(=[O:10])=[O:9])=[CH:4][CH:3]=1.[CH2:17]1[C:25]2[C:20](=[CH:21][CH:22]=[CH:23][CH:24]=2)[CH2:19][CH:18]1[N:26]1[CH2:31][CH2:30][CH2:29][NH:28][C:27]1=[O:32].C(=O)([O-])[O-].[K+].[K+]. The catalyst is [Cu]I.CN1C(=O)CCC1. The product is [CH2:17]1[C:25]2[C:20](=[CH:21][CH:22]=[CH:23][CH:24]=2)[CH2:19][CH:18]1[N:26]1[CH2:31][CH2:30][CH2:29][N:28]([C:2]2[CH:7]=[CH:6][C:5]([S:8]([NH:11][C:12]3[S:13][CH:14]=[CH:15][N:16]=3)(=[O:10])=[O:9])=[CH:4][CH:3]=2)[C:27]1=[O:32]. The yield is 0.150. (4) The reactants are [C:1]([O:5][C:6](=[O:31])[NH:7][C:8]1[S:9][C:10]2[CH2:19][CH2:18][C:17](=[O:20])[C:16]3[C:12](=[CH:13][N:14]([CH2:21][C:22]4[CH:27]=[CH:26][C:25]([O:28][CH3:29])=[CH:24][CH:23]=4)[N:15]=3)[C:11]=2[N:30]=1)([CH3:4])([CH3:3])[CH3:2].[Li][CH3:33].O. The catalyst is C1COCC1. The product is [C:1]([O:5][C:6](=[O:31])[NH:7][C:8]1[S:9][C:10]2[CH2:19][CH2:18][C:17]([OH:20])([CH3:33])[C:16]3[C:12](=[CH:13][N:14]([CH2:21][C:22]4[CH:23]=[CH:24][C:25]([O:28][CH3:29])=[CH:26][CH:27]=4)[N:15]=3)[C:11]=2[N:30]=1)([CH3:4])([CH3:2])[CH3:3]. The yield is 0.730. (5) The reactants are [C:1]([C:3]1[N:8]=[C:7]([O:9][C@H:10]2[CH2:14][CH2:13][N:12]([C:15]([O:17][C:18]([CH3:21])([CH3:20])[CH3:19])=[O:16])[CH2:11]2)[C:6]([CH3:22])=[CH:5][CH:4]=1)#[N:2].C[N:24]1[C:28](=[O:29])CCC1.[NH:30](C(OCC)=O)N. The catalyst is CCOC(C)=O. The product is [CH3:22][C:6]1[C:7]([O:9][C@H:10]2[CH2:14][CH2:13][N:12]([C:15]([O:17][C:18]([CH3:19])([CH3:21])[CH3:20])=[O:16])[CH2:11]2)=[N:8][C:3]([C:1]2[NH:30][C:28](=[O:29])[NH:24][N:2]=2)=[CH:4][CH:5]=1. The yield is 0.0440. (6) The reactants are [CH2:1]([N:8]([CH2:23][CH:24]1[CH2:29][CH2:28][CH:27]([CH2:30][O:31][Si](C(C)(C)C)(C)C)[CH2:26][CH2:25]1)[S:9]([NH:12][C:13](=[O:22])[C:14]1[CH:19]=[C:18]([CH3:20])[CH:17]=[C:16]([CH3:21])[CH:15]=1)(=[O:11])=[O:10])[C:2]1[CH:7]=[CH:6][CH:5]=[CH:4][CH:3]=1.C(N(CC1CCC(CO[Si](C(C)(C)C)(C)C)CC1)S(NC(=O)C1C=C(C(F)(F)F)C=C(C(F)(F)F)C=1)(=O)=O)C1C=CC=CC=1.C(N(CC1CCC(CO)CC1)S(NC(=O)C1C=C(C(F)(F)F)C=C(C(F)(F)F)C=1)(=O)=O)C1C=CC=CC=1. No catalyst specified. The product is [CH2:1]([N:8]([CH2:23][CH:24]1[CH2:25][CH2:26][CH:27]([CH2:30][OH:31])[CH2:28][CH2:29]1)[S:9]([NH:12][C:13](=[O:22])[C:14]1[CH:19]=[C:18]([CH3:20])[CH:17]=[C:16]([CH3:21])[CH:15]=1)(=[O:11])=[O:10])[C:2]1[CH:3]=[CH:4][CH:5]=[CH:6][CH:7]=1. The yield is 1.00. (7) The reactants are Br[C:2]1[CH:3]=[C:4]([CH:29]=[CH:30][CH:31]=1)[C:5]([NH:7][C:8]1[CH:13]=[CH:12][C:11]([N:14]2[C:18]([C:19]([F:22])([F:21])[F:20])=[CH:17][C:16]([C:23]3[CH:24]=[N:25][CH:26]=[CH:27][CH:28]=3)=[N:15]2)=[CH:10][N:9]=1)=[O:6].[NH:32]1[CH2:42][CH2:41][CH:35]([C:36]([O:38][CH2:39][CH3:40])=[O:37])[CH2:34][CH2:33]1.N1CCC[C@H]1C(O)=O.C(=O)([O-])[O-].[K+].[K+]. The catalyst is CS(C)=O.O. The product is [CH2:39]([O:38][C:36]([CH:35]1[CH2:41][CH2:42][N:32]([C:2]2[CH:31]=[CH:30][CH:29]=[C:4]([C:5](=[O:6])[NH:7][C:8]3[CH:13]=[CH:12][C:11]([N:14]4[C:18]([C:19]([F:22])([F:21])[F:20])=[CH:17][C:16]([C:23]5[CH:24]=[N:25][CH:26]=[CH:27][CH:28]=5)=[N:15]4)=[CH:10][N:9]=3)[CH:3]=2)[CH2:33][CH2:34]1)=[O:37])[CH3:40]. The yield is 0.200. (8) The reactants are [NH2:1][C:2]1[CH:10]=[CH:9][C:5]([C:6]([OH:8])=O)=[CH:4][CH:3]=1.[CH2:11]1[C@H:20]2[C@H:15]([CH2:16][CH2:17][C:18]3[CH:24]=[CH:23][CH:22]=[CH:21][C:19]=32)[NH:14][CH2:13][CH2:12]1.F[P-](F)(F)(F)(F)F.N1(OC(N(C)C)=[N+](C)C)C2N=CC=CC=2N=N1. No catalyst specified. The product is [NH2:1][C:2]1[CH:3]=[CH:4][C:5]([C:6]([N:14]2[C@@H:15]3[C@@H:20]([C:19]4[CH:21]=[CH:22][CH:23]=[CH:24][C:18]=4[CH2:17][CH2:16]3)[CH2:11][CH2:12][CH2:13]2)=[O:8])=[CH:9][CH:10]=1. The yield is 0.660. (9) The reactants are [Cl:1][C:2]1[CH:11]=[C:10]([C:12]#[N:13])[CH:9]=[C:8]([Cl:14])[C:3]=1[C:4]([O:6]C)=[O:5].[Li+].[I-]. The catalyst is N1C=CC=CC=1. The product is [Cl:1][C:2]1[CH:11]=[C:10]([C:12]#[N:13])[CH:9]=[C:8]([Cl:14])[C:3]=1[C:4]([OH:6])=[O:5]. The yield is 0.730.